From a dataset of Catalyst prediction with 721,799 reactions and 888 catalyst types from USPTO. Predict which catalyst facilitates the given reaction. (1) Reactant: [CH3:1][C:2]1[C:6]([C:7]2[CH:8]=[C:9]3[N:15]([CH:16]([C:22]4[CH:27]=[CH:26][CH:25]=[CH:24][CH:23]=4)[C:17](OCC)=[O:18])[CH:14]=[C:13]([C:28]4[CH:29]=[N:30][N:31]([CH3:33])[CH:32]=4)[C:10]3=[N:11][CH:12]=2)=[C:5]([CH3:34])[O:4][N:3]=1.[H-].[Al+3].[Li+].[H-].[H-].[H-].O.O.O.O.O.O.O.O.O.O.S([O-])([O-])(=O)=O.[Na+].[Na+]. The catalyst class is: 1. Product: [CH3:1][C:2]1[C:6]([C:7]2[CH:8]=[C:9]3[N:15]([CH:16]([C:22]4[CH:27]=[CH:26][CH:25]=[CH:24][CH:23]=4)[CH2:17][OH:18])[CH:14]=[C:13]([C:28]4[CH:29]=[N:30][N:31]([CH3:33])[CH:32]=4)[C:10]3=[N:11][CH:12]=2)=[C:5]([CH3:34])[O:4][N:3]=1. (2) Reactant: Br[C:2]1[CH:16]=[CH:15][C:5]([O:6][CH:7]2[CH2:12][CH2:11][N:10]([CH:13]=[O:14])[CH2:9][CH2:8]2)=[CH:4][CH:3]=1.[B:17]1([B:17]2[O:21][C:20]([CH3:23])([CH3:22])[C:19]([CH3:25])([CH3:24])[O:18]2)[O:21][C:20]([CH3:23])([CH3:22])[C:19]([CH3:25])([CH3:24])[O:18]1.CC([O-])=O.[K+].C(Cl)Cl. Product: [CH3:24][C:19]1([CH3:25])[C:20]([CH3:23])([CH3:22])[O:21][B:17]([C:2]2[CH:16]=[CH:15][C:5]([O:6][CH:7]3[CH2:12][CH2:11][N:10]([CH:13]=[O:14])[CH2:9][CH2:8]3)=[CH:4][CH:3]=2)[O:18]1. The catalyst class is: 3. (3) Reactant: [CH:1]1[C:10]2[CH2:9][CH2:8][CH2:7][CH2:6][C:5]=2[CH:4]=[CH:3][C:2]=1[CH2:11][NH:12][C:13](=O)[CH2:14][CH2:15][C:16]1[CH:21]=[CH:20][C:19]([O:22][CH2:23][C:24]#[CH:25])=[C:18]([O:26][CH3:27])[CH:17]=1.COC1C=CC(P2(SP(C3C=CC(OC)=CC=3)(=S)S2)=[S:38])=CC=1. Product: [CH:1]1[C:10]2[CH2:9][CH2:8][CH2:7][CH2:6][C:5]=2[CH:4]=[CH:3][C:2]=1[CH2:11][NH:12][C:13](=[S:38])[CH2:14][CH2:15][C:16]1[CH:21]=[CH:20][C:19]([O:22][CH2:23][C:24]#[CH:25])=[C:18]([O:26][CH3:27])[CH:17]=1. The catalyst class is: 7. (4) The catalyst class is: 11. Reactant: [N+:1]([C:4]1[CH:5]=[C:6]([NH2:16])[CH:7]=[CH:8][C:9]=1[N:10]1[CH2:15][CH2:14][CH2:13][CH2:12][CH2:11]1)([O-:3])=[O:2].Br[CH2:18][CH2:19][O:20][CH2:21][CH2:22]Br.C([O-])([O-])=O.[K+].[K+].CCOCC.CCCCCC. Product: [N+:1]([C:4]1[CH:5]=[C:6]([N:16]2[CH2:22][CH2:21][O:20][CH2:19][CH2:18]2)[CH:7]=[CH:8][C:9]=1[N:10]1[CH2:11][CH2:12][CH2:13][CH2:14][CH2:15]1)([O-:3])=[O:2]. (5) Reactant: [NH2:1][C@@H:2]1[CH2:6][N:5]([C:7]2[CH:12]=[CH:11][C:10]([O:13][CH2:14][C:15]3[CH:20]=[CH:19][CH:18]=[C:17]([F:21])[CH:16]=3)=[CH:9][CH:8]=2)[C:4](=[O:22])[CH2:3]1.[C:23](OC(=O)C)(=[O:25])[CH3:24].CC(C)=O. Product: [F:21][C:17]1[CH:16]=[C:15]([CH:20]=[CH:19][CH:18]=1)[CH2:14][O:13][C:10]1[CH:9]=[CH:8][C:7]([N:5]2[C:4](=[O:22])[CH2:3][C@H:2]([NH:1][C:23](=[O:25])[CH3:24])[CH2:6]2)=[CH:12][CH:11]=1. The catalyst class is: 4. (6) Reactant: [CH3:1][CH:2]([CH2:7][N:8]1[CH2:13][CH2:12][CH2:11][CH2:10][CH2:9]1)[CH2:3][C:4]([OH:6])=[O:5].C1N=CN(C(N2C=NC=C2)=O)C=1.Cl.[F:27][C:28]1[C:32]([C:33]2[CH:34]=[N:35][C:36]3[C:41]([CH:42]=2)=[CH:40][CH:39]=[CH:38][CH:37]=3)=[N:31][NH:30][C:29]=1[NH2:43].CCN(CC)CC. Product: [CH:4]([OH:6])=[O:5].[F:27][C:28]1[C:32]([C:33]2[CH:34]=[N:35][C:36]3[C:41]([CH:42]=2)=[CH:40][CH:39]=[CH:38][CH:37]=3)=[N:31][NH:30][C:29]=1[NH:43][C:4](=[O:6])[CH2:3][CH:2]([CH3:1])[CH2:7][N:8]1[CH2:13][CH2:12][CH2:11][CH2:10][CH2:9]1. The catalyst class is: 26.